Task: Regression. Given two drug SMILES strings and cell line genomic features, predict the synergy score measuring deviation from expected non-interaction effect.. Dataset: NCI-60 drug combinations with 297,098 pairs across 59 cell lines Drug 1: CC(CN1CC(=O)NC(=O)C1)N2CC(=O)NC(=O)C2. Drug 2: C1CCC(CC1)NC(=O)N(CCCl)N=O. Cell line: HCT-15. Synergy scores: CSS=43.6, Synergy_ZIP=-9.06, Synergy_Bliss=-3.20, Synergy_Loewe=-2.96, Synergy_HSA=-0.892.